From a dataset of Peptide-MHC class I binding affinity with 185,985 pairs from IEDB/IMGT. Regression. Given a peptide amino acid sequence and an MHC pseudo amino acid sequence, predict their binding affinity value. This is MHC class I binding data. (1) The peptide sequence is GVVFLHVTY. The MHC is HLA-A03:01 with pseudo-sequence HLA-A03:01. The binding affinity (normalized) is 0.167. (2) The peptide sequence is FLKEKGGL. The MHC is HLA-B44:02 with pseudo-sequence HLA-B44:02. The binding affinity (normalized) is 0. (3) The peptide sequence is GTSAAAYFV. The MHC is HLA-A68:02 with pseudo-sequence HLA-A68:02. The binding affinity (normalized) is 0.756. (4) The peptide sequence is TDVTPNYADI. The MHC is Mamu-A11 with pseudo-sequence Mamu-A11. The binding affinity (normalized) is 0.